This data is from Full USPTO retrosynthesis dataset with 1.9M reactions from patents (1976-2016). The task is: Predict the reactants needed to synthesize the given product. (1) Given the product [C:1]1([C:11]2[C:20]3[C:15](=[CH:16][CH:17]=[CH:18][CH:19]=3)[CH:14]=[CH:13][N:12]=2)[CH:6]=[CH:5][CH:4]=[CH:3][CH:2]=1, predict the reactants needed to synthesize it. The reactants are: [C:1]1(B(O)O)[CH:6]=[CH:5][CH:4]=[CH:3][CH:2]=1.Cl[C:11]1[C:20]2[C:15](=[CH:16][CH:17]=[CH:18][CH:19]=2)[CH:14]=[CH:13][N:12]=1.C(=O)([O-])[O-].[Na+].[Na+]. (2) The reactants are: [CH3:1][C:2]1[CH:3]=[CH:4][C:5]2[NH:6][C:7](=[O:13])[NH:8][C:9](=[O:12])[C:10]=2[N:11]=1.[C:14]([OH:17])(=[O:16])[CH3:15]. Given the product [C:14]([O:17][CH2:1][C:2]1[CH:3]=[CH:4][C:5]2[NH:6][C:7](=[O:13])[NH:8][C:9](=[O:12])[C:10]=2[N:11]=1)(=[O:16])[CH3:15], predict the reactants needed to synthesize it. (3) Given the product [F:2][C:3]1[CH:8]=[CH:7][C:6]([C:9]2[CH:10]=[C:11]([C:30]([OH:32])=[O:31])[C:12]3[C:17]([C:18]4[CH:23]=[CH:22][CH:21]=[CH:20][CH:19]=4)=[N:16][NH:15][C:13]=3[N:14]=2)=[CH:5][C:4]=1[C:33]([O:35][CH3:36])=[O:34], predict the reactants needed to synthesize it. The reactants are: Cl.[F:2][C:3]1[CH:8]=[CH:7][C:6]([C:9]2[CH:10]=[C:11]([C:30]([OH:32])=[O:31])[C:12]3[C:17]([C:18]4[CH:23]=[CH:22][CH:21]=[CH:20][CH:19]=4)=[N:16][N:15](C4CCCCO4)[C:13]=3[N:14]=2)=[CH:5][C:4]=1[C:33]([O:35][CH3:36])=[O:34].O. (4) Given the product [NH:6]1[C:7]2[C:12](=[CH:11][CH:10]=[CH:9][CH:8]=2)[C:4]([CH2:3][CH2:2][NH:1][CH:18]2[CH2:17][CH2:16][C:15]([C:22]3[CH:23]=[CH:24][CH:25]=[CH:26][CH:27]=3)([N:14]([CH3:28])[CH3:13])[CH2:20][CH2:19]2)=[CH:5]1, predict the reactants needed to synthesize it. The reactants are: [NH2:1][CH2:2][CH2:3][C:4]1[C:12]2[C:7](=[CH:8][CH:9]=[CH:10][CH:11]=2)[NH:6][CH:5]=1.[CH3:13][N:14]([CH3:28])[C:15]1([C:22]2[CH:27]=[CH:26][CH:25]=[CH:24][CH:23]=2)[CH2:20][CH2:19][C:18](=O)[CH2:17][CH2:16]1.C(O)(=O)C.C(O[BH-](OC(=O)C)OC(=O)C)(=O)C.[Na+]. (5) Given the product [CH2:1]([NH:8][C:26](=[NH:27])[S:25][CH2:23][CH3:24])[C:2]1[CH:7]=[CH:6][CH:5]=[CH:4][CH:3]=1, predict the reactants needed to synthesize it. The reactants are: [CH2:1]([NH2:8])[C:2]1[CH:7]=[CH:6][CH:5]=[CH:4][CH:3]=1.FC(F)(F)S(O[Si](C)(C)C)(=O)=O.[OH-].[Na+].[CH2:23]([S:25][C:26]#[N:27])[CH3:24].